This data is from Full USPTO retrosynthesis dataset with 1.9M reactions from patents (1976-2016). The task is: Predict the reactants needed to synthesize the given product. (1) Given the product [Br:3][C:4]1[C:5]([O:22][CH2:23][C:24]2[CH:29]=[CH:28][CH:27]=[CH:26][CH:25]=2)=[CH:6][C:7]([O:14][CH2:15][C:16]2[CH:21]=[CH:20][CH:19]=[CH:18][CH:17]=2)=[C:8]([CH:13]=1)[C:9]([OH:11])=[O:10], predict the reactants needed to synthesize it. The reactants are: [OH-].[Na+].[Br:3][C:4]1[C:5]([O:22][CH2:23][C:24]2[CH:29]=[CH:28][CH:27]=[CH:26][CH:25]=2)=[CH:6][C:7]([O:14][CH2:15][C:16]2[CH:21]=[CH:20][CH:19]=[CH:18][CH:17]=2)=[C:8]([CH:13]=1)[C:9]([O:11]C)=[O:10]. (2) Given the product [C:7]1([C:2]2[S:3][CH:4]=[CH:5][N:6]=2)[CH:12]=[CH:11][CH:10]=[CH:9][CH:8]=1, predict the reactants needed to synthesize it. The reactants are: Br[C:2]1[S:3][CH:4]=[CH:5][N:6]=1.[C:7]1(B(O)O)[CH:12]=[CH:11][CH:10]=[CH:9][CH:8]=1.C([O-])([O-])=O.[Cs+].[Cs+]. (3) Given the product [CH3:17][O:18][C:19]1[CH:20]=[C:21]([C:2]2[CH:3]=[C:4]3[C:10]([CH2:11][C:16]4[CH:15]=[CH:14][CH:13]=[CH:12][CH:30]=4)=[CH:9][NH:8][C:5]3=[N:6][CH:7]=2)[CH:22]=[CH:23][C:24]=1[O:25][CH3:26], predict the reactants needed to synthesize it. The reactants are: Br[C:2]1[CH:3]=[C:4]2[C:10]([C:11]3[CH:16]=[CH:15][CH:14]=[CH:13][CH:12]=3)=[CH:9][NH:8][C:5]2=[N:6][CH:7]=1.[CH3:17][O:18][C:19]1[CH:20]=[C:21](B(O)O)[CH:22]=[CH:23][C:24]=1[O:25][CH3:26].[C:30](=O)([O-])[O-].[Na+].[Na+].C(=O)(O)[O-].[Na+]. (4) Given the product [Ag+2:1].[CH:29]1[C:28]([NH:27][C:25]([NH:24][C:22]([NH:21][CH2:20][CH2:19][CH2:18][CH2:17][CH2:16][CH2:15][NH:14][C:12]([NH:11][C:9]([NH:8][C:7]2[CH:2]=[CH:3][C:4]([Cl:35])=[CH:5][CH:6]=2)=[NH:10])=[NH:13])=[NH:23])=[NH:26])=[CH:33][CH:32]=[C:31]([Cl:34])[CH:30]=1, predict the reactants needed to synthesize it. The reactants are: [Ag+2:1].[CH:2]1[C:7]([NH:8][C:9]([NH:11][C:12]([NH:14][CH2:15][CH2:16][CH2:17][CH2:18][CH2:19][CH2:20][NH:21][C:22]([NH:24][C:25]([NH:27][C:28]2[CH:29]=[CH:30][C:31]([Cl:34])=[CH:32][CH:33]=2)=[NH:26])=[NH:23])=[NH:13])=[NH:10])=[CH:6][CH:5]=[C:4]([Cl:35])[CH:3]=1.C(=O)(O)[O-].[Na+].